Task: Regression. Given a peptide amino acid sequence and an MHC pseudo amino acid sequence, predict their binding affinity value. This is MHC class II binding data.. Dataset: Peptide-MHC class II binding affinity with 134,281 pairs from IEDB (1) The peptide sequence is EAKITMLTNGQCQNI. The MHC is DRB1_0901 with pseudo-sequence DRB1_0901. The binding affinity (normalized) is 0.493. (2) The peptide sequence is TLEVHAVKPAAEEVK. The MHC is DRB3_0202 with pseudo-sequence DRB3_0202. The binding affinity (normalized) is 0.205.